From a dataset of Peptide-MHC class I binding affinity with 185,985 pairs from IEDB/IMGT. Regression. Given a peptide amino acid sequence and an MHC pseudo amino acid sequence, predict their binding affinity value. This is MHC class I binding data. (1) The peptide sequence is VPAAIMMIL. The MHC is HLA-B07:02 with pseudo-sequence HLA-B07:02. The binding affinity (normalized) is 0. (2) The peptide sequence is LLWDYMCIS. The MHC is HLA-A02:03 with pseudo-sequence HLA-A02:03. The binding affinity (normalized) is 0.409. (3) The peptide sequence is RPMTYKAAV. The MHC is HLA-A01:01 with pseudo-sequence HLA-A01:01. The binding affinity (normalized) is 0. (4) The peptide sequence is LSPRTLNAW. The MHC is HLA-A24:02 with pseudo-sequence HLA-A24:02. The binding affinity (normalized) is 0.0891. (5) The peptide sequence is LPTKTRSYI. The MHC is H-2-Kd with pseudo-sequence H-2-Kd. The binding affinity (normalized) is 0.372.